From a dataset of Reaction yield outcomes from USPTO patents with 853,638 reactions. Predict the reaction yield, written as a fraction of the theoretical maximum amount of product (1.0 means a 100% yield; for example, 0.34 means a 34% yield). (1) The reactants are [N+:1]([C:4]1[CH:5]=[N:6][CH:7]=[CH:8][C:9]=1[C:10]1[CH2:15][C@H:14]([C:16]([F:19])([F:18])[F:17])[CH2:13][C@H:12](O)[CH:11]=1)([O-:3])=[O:2].CS(Cl)(=O)=O.[N-:26]=[N+:27]=[N-:28].[Na+]. The catalyst is C(Cl)Cl.C(OCC)(=O)C.CCCCCCC. The product is [N:26]([C@H:12]1[CH2:13][C@@H:14]([C:16]([F:19])([F:18])[F:17])[CH2:15][C:10]([C:9]2[CH:8]=[CH:7][N:6]=[CH:5][C:4]=2[N+:1]([O-:3])=[O:2])=[CH:11]1)=[N+:27]=[N-:28]. The yield is 0.580. (2) The reactants are [Mg].Br[C:3]1[CH:8]=[CH:7][CH:6]=[C:5]([O:9][CH2:10][C:11]2[CH:16]=[CH:15][CH:14]=[CH:13][CH:12]=2)[CH:4]=1.[C:17]1(=[O:22])[CH2:21][CH2:20][CH2:19][CH2:18]1.[Cl-].[NH4+]. The catalyst is C(OCC)C. The product is [CH2:10]([O:9][C:5]1[CH:4]=[C:3]([C:17]2([OH:22])[CH2:21][CH2:20][CH2:19][CH2:18]2)[CH:8]=[CH:7][CH:6]=1)[C:11]1[CH:16]=[CH:15][CH:14]=[CH:13][CH:12]=1. The yield is 0.370. (3) The reactants are F[C:2]1[C:10]([CH3:11])=[CH:9][C:5]([C:6]([OH:8])=[O:7])=[CH:4][N:3]=1.[CH:12]1([OH:16])[CH2:15][CH2:14][CH2:13]1. No catalyst specified. The product is [CH:12]1([O:16][C:2]2[C:10]([CH3:11])=[CH:9][C:5]([C:6]([OH:8])=[O:7])=[CH:4][N:3]=2)[CH2:15][CH2:14][CH2:13]1. The yield is 0.880.